Dataset: Reaction yield outcomes from USPTO patents with 853,638 reactions. Task: Predict the reaction yield, written as a fraction of the theoretical maximum amount of product (1.0 means a 100% yield; for example, 0.34 means a 34% yield). (1) The reactants are C[O:2][C:3](=O)[C:4]1[CH:9]=[CH:8][C:7]([CH2:10][CH2:11][CH2:12][CH2:13][OH:14])=[CH:6][CH:5]=1.[H-].[Al+3].[Li+].[H-].[H-].[H-]. The catalyst is C1COCC1. The product is [OH:2][CH2:3][C:4]1[CH:9]=[CH:8][C:7]([CH2:10][CH2:11][CH2:12][CH2:13][OH:14])=[CH:6][CH:5]=1. The yield is 0.980. (2) The reactants are [C:1]([O:5][C:6]([N:8]1[CH2:13][CH:12]=[CH:11][CH2:10][CH2:9]1)=[O:7])([CH3:4])([CH3:3])[CH3:2]. The catalyst is [Pd].CO. The product is [C:1]([O:5][C:6]([N:8]1[CH2:13][CH2:12][CH2:11][CH2:10][CH2:9]1)=[O:7])([CH3:4])([CH3:2])[CH3:3]. The yield is 0.290. (3) The yield is 0.750. The product is [F:1][C:2]1[CH:3]=[C:4]([O:11][CH2:19][C:20]([O:22][CH3:23])=[O:21])[CH:5]=[CH:6][C:7]=1[N+:8]([O-:10])=[O:9]. The reactants are [F:1][C:2]1[CH:3]=[C:4]([OH:11])[CH:5]=[CH:6][C:7]=1[N+:8]([O-:10])=[O:9].C(=O)([O-])[O-].[K+].[K+].Br[CH2:19][C:20]([O:22][CH3:23])=[O:21].CN(C)C=O. The catalyst is O.